This data is from Full USPTO retrosynthesis dataset with 1.9M reactions from patents (1976-2016). The task is: Predict the reactants needed to synthesize the given product. (1) Given the product [CH3:27][O:26][C:22]1[CH:21]=[C:20]([C:2]2([OH:1])[CH2:19][CH:5]3[CH2:6][NH:7][CH2:8][CH:4]3[CH2:3]2)[CH:25]=[CH:24][CH:23]=1, predict the reactants needed to synthesize it. The reactants are: [OH:1][C:2]1([C:20]2[CH:25]=[CH:24][CH:23]=[C:22]([O:26][CH3:27])[CH:21]=2)[CH2:19][CH:5]2[CH2:6][N:7](C(OCC3C=CC=CC=3)=O)[CH2:8][CH:4]2[CH2:3]1. (2) Given the product [C:12]([C:10]1[C:9]([OH:16])=[C:4]([C:5]([OH:7])=[O:6])[C:3]([CH3:18])=[C:2]([C:19]2[CH:24]=[CH:23][CH:22]=[CH:21][CH:20]=2)[CH:11]=1)([CH3:15])([CH3:14])[CH3:13], predict the reactants needed to synthesize it. The reactants are: Br[C:2]1[C:3]([CH3:18])=[C:4]([C:9]([O:16]C)=[C:10]([C:12]([CH3:15])([CH3:14])[CH3:13])[CH:11]=1)[C:5]([O:7]C)=[O:6].[C:19]1(B(O)O)[CH:24]=[CH:23][CH:22]=[CH:21][CH:20]=1. (3) Given the product [CH2:20]([O:27][C:28]1[CH:33]=[C:32]([CH:31]=[CH:30][C:29]=1[O:36][CH3:37])[CH2:34][N:8]1[CH2:7][CH2:6][C:5]2[C:10](=[C:11]([O:15][CH3:16])[C:12]([O:13][CH3:14])=[C:3]([O:2][CH3:1])[CH:4]=2)[C:9]1=[O:17])[C:21]1[CH:22]=[CH:23][CH:24]=[CH:25][CH:26]=1, predict the reactants needed to synthesize it. The reactants are: [CH3:1][O:2][C:3]1[CH:4]=[C:5]2[C:10](=[C:11]([O:15][CH3:16])[C:12]=1[O:13][CH3:14])[C:9](=[O:17])[NH:8][CH2:7][CH2:6]2.[H-].[Na+].[CH2:20]([O:27][C:28]1[CH:33]=[C:32]([CH2:34]Br)[CH:31]=[CH:30][C:29]=1[O:36][CH3:37])[C:21]1[CH:26]=[CH:25][CH:24]=[CH:23][CH:22]=1. (4) Given the product [CH3:1][NH:2][C@@H:3]1[C:8]2[CH:9]=[CH:10][CH:11]=[CH:12][C:7]=2[C@H:6]([C:13]2[CH:14]=[CH:15][C:16]([Cl:20])=[C:17]([Cl:19])[CH:18]=2)[CH2:5][CH2:4]1.[C:27]([O-:32])(=[O:31])[C:28]([O-:30])=[O:29], predict the reactants needed to synthesize it. The reactants are: [CH3:1][NH:2][C@@H:3]1[C:8]2[CH:9]=[CH:10][CH:11]=[CH:12][C:7]=2[C@H:6]([C:13]2[CH:14]=[CH:15][C:16]([Cl:20])=[C:17]([Cl:19])[CH:18]=2)[CH2:5][CH2:4]1.C(OCC)(=O)C.[C:27]([OH:32])(=[O:31])[C:28]([OH:30])=[O:29]. (5) Given the product [Cl:1][C:2]1[CH:3]=[C:4]2[C:5](=[CH:14][CH:15]=1)[N:6]=[C:7]([C:8]([O:10][CH2:11][CH3:12])=[O:9])[N:22]=[CH:16]2, predict the reactants needed to synthesize it. The reactants are: [Cl:1][C:2]1[CH:15]=[CH:14][C:5]([NH:6][C:7](=O)[C:8]([O:10][CH2:11][CH3:12])=[O:9])=[C:4]([CH:16]=O)[CH:3]=1.C([O-])(=O)C.[NH4+:22]. (6) Given the product [Br:1][C:2]1[C:3]([O:11][CH3:18])=[CH:4][C:5]([Cl:10])=[C:6]([CH:9]=1)[C:7]#[N:8], predict the reactants needed to synthesize it. The reactants are: [Br:1][C:2]1[C:3]([OH:11])=[CH:4][C:5]([Cl:10])=[C:6]([CH:9]=1)[C:7]#[N:8].O.[OH-].[Li+].S(OC)(O[CH3:18])=O. (7) The reactants are: [NH:1]([C:3]1[N:8]([CH2:9][CH:10]([CH3:12])[CH3:11])[C:7](=[O:13])[N:6]([CH3:14])[C:5](=[O:15])[CH:4]=1)[NH2:2].[Br:16][C:17]1[CH:18]=[C:19]2[C:23](=[CH:24][CH:25]=1)[NH:22][CH:21]=[C:20]2[CH:26]=O.[CH:28]([C:30]1[N:34]([CH3:35])[CH:33]=[C:32]([C:36]([OH:38])=[O:37])[CH:31]=1)=O. Given the product [Br:16][C:17]1[CH:18]=[C:19]2[C:23](=[CH:24][CH:25]=1)[NH:22][CH:21]=[C:20]2[CH2:26][N:2]1[C:28]([C:30]2[N:34]([CH3:35])[CH:33]=[C:32]([C:36]([OH:38])=[O:37])[CH:31]=2)=[C:4]2[C:3]([N:8]([CH2:9][CH:10]([CH3:11])[CH3:12])[C:7](=[O:13])[N:6]([CH3:14])[C:5]2=[O:15])=[N:1]1, predict the reactants needed to synthesize it. (8) The reactants are: [CH3:1][O:2][C:3](=[O:32])[C:4]1[CH:9]=[CH:8][C:7]([NH:10][C:11]([O:13][C:14]([CH3:17])([CH3:16])[CH3:15])=[O:12])=[C:6]([N:18]([CH3:31])S(C2C=CC=CC=2[N+]([O-])=O)(=O)=O)[CH:5]=1.C(=O)([O-])[O-].[K+].[K+].C1(S)C=CC=CC=1.O. Given the product [CH3:1][O:2][C:3](=[O:32])[C:4]1[CH:9]=[CH:8][C:7]([NH:10][C:11]([O:13][C:14]([CH3:16])([CH3:17])[CH3:15])=[O:12])=[C:6]([NH:18][CH3:31])[CH:5]=1, predict the reactants needed to synthesize it. (9) Given the product [C:29]([N:20]1[CH2:21][CH2:22][C:16]2[C:15]([N:23]3[CH2:24][CH2:25][O:26][CH2:27][CH2:28]3)=[N:14][C:13]([C:10]3[CH:9]=[CH:8][C:7]([NH:6][C:4]([NH:3][CH2:1][CH3:2])=[O:5])=[CH:12][CH:11]=3)=[N:18][C:17]=2[CH2:19]1)(=[O:31])[CH3:30], predict the reactants needed to synthesize it. The reactants are: [CH2:1]([NH:3][C:4]([NH:6][C:7]1[CH:12]=[CH:11][C:10]([C:13]2[N:14]=[C:15]([N:23]3[CH2:28][CH2:27][O:26][CH2:25][CH2:24]3)[C:16]3[CH2:22][CH2:21][NH:20][CH2:19][C:17]=3[N:18]=2)=[CH:9][CH:8]=1)=[O:5])[CH3:2].[C:29](Cl)(=[O:31])[CH3:30]. (10) Given the product [CH3:8][O:9][C:10]([C:12]1[C:13]([C:18]2[CH:23]=[CH:22][C:21]([CH2:24][N:25]([C:26]3[CH:31]=[CH:30][CH:29]=[CH:28][CH:27]=3)[C:32](=[O:37])[CH2:33][CH2:34][CH2:35][CH3:36])=[CH:20][CH:19]=2)=[CH:14][CH:15]=[CH:16][CH:17]=1)=[O:11], predict the reactants needed to synthesize it. The reactants are: C(N(CC)CC)C.[CH3:8][O:9][C:10]([C:12]1[C:13]([C:18]2[CH:23]=[CH:22][C:21]([CH2:24][NH:25][C:26]3[CH:31]=[CH:30][CH:29]=[CH:28][CH:27]=3)=[CH:20][CH:19]=2)=[CH:14][CH:15]=[CH:16][CH:17]=1)=[O:11].[C:32](Cl)(=[O:37])[CH2:33][CH2:34][CH2:35][CH3:36].